From a dataset of Forward reaction prediction with 1.9M reactions from USPTO patents (1976-2016). Predict the product of the given reaction. Given the reactants O=P(Cl)(Cl)[Cl:3].O[C:7]1[C:12]([Cl:13])=[C:11]([CH:14]([F:16])[F:15])[N:10]=[CH:9][N:8]=1, predict the reaction product. The product is: [Cl:3][C:7]1[C:12]([Cl:13])=[C:11]([CH:14]([F:16])[F:15])[N:10]=[CH:9][N:8]=1.